This data is from Forward reaction prediction with 1.9M reactions from USPTO patents (1976-2016). The task is: Predict the product of the given reaction. (1) Given the reactants Cl.C(OC(=O)[NH:8][C@@H:9]1[CH2:14][CH2:13][CH2:12][N:11]([CH2:15][C:16]2[NH:17][C:18]([C:21]3[CH:26]=[CH:25][C:24]([C:27]4[CH:32]=[CH:31][C:30]([C:33]5[NH:34][C:35]([CH:38]6[CH2:42][CH2:41][CH2:40][N:39]6[C:43](=[O:53])[CH:44]([NH:48][C:49]([O:51][CH3:52])=[O:50])[CH:45]([CH3:47])[CH3:46])=[N:36][CH:37]=5)=[CH:29][CH:28]=4)=[CH:23][CH:22]=3)=[CH:19][N:20]=2)[C:10]1=[O:54])(C)(C)C, predict the reaction product. The product is: [CH3:52][O:51][C:49](=[O:50])[NH:48][C@@H:44]([C:43]([N:39]1[CH2:40][CH2:41][CH2:42][CH:38]1[C:35]1[NH:34][C:33]([C:30]2[CH:29]=[CH:28][C:27]([C:24]3[CH:25]=[CH:26][C:21]([C:18]4[NH:17][C:16]([CH2:15][N:11]5[CH2:12][CH2:13][CH2:14][CH:9]([NH2:8])[C:10]5=[O:54])=[N:20][CH:19]=4)=[CH:22][CH:23]=3)=[CH:32][CH:31]=2)=[CH:37][N:36]=1)=[O:53])[CH:45]([CH3:47])[CH3:46]. (2) Given the reactants Cl[CH2:2][C:3]1[N:4]=[C:5]2[S:12][C:11]([CH3:13])=[C:10]([C:14]([NH:16][CH2:17][CH3:18])=[O:15])[N:6]2[C:7](=[O:9])[CH:8]=1.[CH2:19]([C:21]1[CH:26]=[C:25]([F:27])[C:24]([F:28])=[CH:23][C:22]=1B1OC(C)(C)C(C)(C)O1)[CH3:20].C(=O)([O-])[O-].[Na+].[Na+].O1CCOCC1, predict the reaction product. The product is: [CH2:17]([NH:16][C:14]([C:10]1[N:6]2[C:7](=[O:9])[CH:8]=[C:3]([CH2:2][C:22]3[CH:23]=[C:24]([F:28])[C:25]([F:27])=[CH:26][C:21]=3[CH2:19][CH3:20])[N:4]=[C:5]2[S:12][C:11]=1[CH3:13])=[O:15])[CH3:18]. (3) Given the reactants [Cl:1][C:2]1[CH:7]=[C:6]([Cl:8])[CH:5]=[C:4]([CH3:9])[C:3]=1[CH2:10][NH2:11].[Br:12][C:13]1[CH:14]=[CH:15][C:16]2[N:17]([CH:19]=[C:20]([C:22](OCC)=[O:23])[N:21]=2)[CH:18]=1, predict the reaction product. The product is: [Br:12][C:13]1[CH:14]=[CH:15][C:16]2[N:17]([CH:19]=[C:20]([C:22]([NH:11][CH2:10][C:3]3[C:4]([CH3:9])=[CH:5][C:6]([Cl:8])=[CH:7][C:2]=3[Cl:1])=[O:23])[N:21]=2)[CH:18]=1. (4) Given the reactants [C:1]([O:5][C:6]([N:8]1[CH:12]=[CH:11][N:10]=[C:9]1/[CH:13]=[C:14]1\[CH2:15][N:16]([C:21]([C:34]2[CH:39]=[CH:38][CH:37]=[CH:36][CH:35]=2)([C:28]2[CH:33]=[CH:32][CH:31]=[CH:30][CH:29]=2)[C:22]2[CH:27]=[CH:26][CH:25]=[CH:24][CH:23]=2)[CH2:17][CH2:18][CH:19]\1O)=[O:7])([CH3:4])([CH3:3])[CH3:2].[C:40]([OH:43])(=[S:42])[CH3:41].C(OC(OCC(C)(C)C)N(C)C)C(C)(C)C.O, predict the reaction product. The product is: [C:40]([S:42][CH:19]1[CH2:18][CH2:17][N:16]([C:21]([C:28]2[CH:33]=[CH:32][CH:31]=[CH:30][CH:29]=2)([C:22]2[CH:27]=[CH:26][CH:25]=[CH:24][CH:23]=2)[C:34]2[CH:35]=[CH:36][CH:37]=[CH:38][CH:39]=2)[CH2:15]/[C:14]/1=[CH:13]\[C:9]1[N:8]([C:6]([O:5][C:1]([CH3:3])([CH3:2])[CH3:4])=[O:7])[CH:12]=[CH:11][N:10]=1)(=[O:43])[CH3:41].